From a dataset of Reaction yield outcomes from USPTO patents with 853,638 reactions. Predict the reaction yield, written as a fraction of the theoretical maximum amount of product (1.0 means a 100% yield; for example, 0.34 means a 34% yield). (1) The reactants are [F:1][C:2]1[CH:7]=[C:6]([O:8]C)[CH:5]=[CH:4][C:3]=1[CH2:10][CH2:11][C:12]([O:14][CH2:15][CH3:16])=[O:13].B(Br)(Br)Br. The catalyst is ClCCl. The product is [F:1][C:2]1[CH:7]=[C:6]([OH:8])[CH:5]=[CH:4][C:3]=1[CH2:10][CH2:11][C:12]([O:14][CH2:15][CH3:16])=[O:13]. The yield is 0.998. (2) The reactants are [C:1]([C:5]1[CH:11]=[CH:10][C:8]([NH2:9])=[CH:7][CH:6]=1)([CH3:4])([CH3:3])[CH3:2].Cl.[CH:13](=O)/[CH:14]=[CH:15]/[CH3:16]. The catalyst is [Cl-].[Zn+2].[Cl-].O.N. The product is [C:1]([C:5]1[CH:11]=[C:10]2[C:8](=[CH:7][CH:6]=1)[N:9]=[C:15]([CH3:16])[CH:14]=[CH:13]2)([CH3:4])([CH3:2])[CH3:3]. The yield is 0.410. (3) The reactants are [I:1]I.[N+:3]([C:6]1[CH:7]=[C:8]([CH:12]=[CH:13][CH:14]=1)[C:9]([OH:11])=[O:10])([O-:5])=[O:4]. The catalyst is S(=O)(=O)(O)O. The product is [I:1][C:13]1[CH:12]=[C:8]([CH:7]=[C:6]([N+:3]([O-:5])=[O:4])[CH:14]=1)[C:9]([OH:11])=[O:10]. The yield is 0.980. (4) The reactants are N[C@@H:2]([CH3:6])[C:3]([OH:5])=[O:4].N([O-])=O.[Na+]. The catalyst is C(O)(=O)C. The product is [C:3]([O:5][C@H:2]([CH3:6])[C:3]([OH:5])=[O:4])(=[O:4])[CH3:2]. The yield is 0.350.